This data is from Catalyst prediction with 721,799 reactions and 888 catalyst types from USPTO. The task is: Predict which catalyst facilitates the given reaction. (1) Reactant: [CH3:1][S:2][C:3]1[CH:10]=[CH:9][C:6]([CH2:7]O)=[CH:5][CH:4]=1.S(Cl)([Cl:13])=O. The catalyst class is: 4. Product: [Cl:13][CH2:7][C:6]1[CH:9]=[CH:10][C:3]([S:2][CH3:1])=[CH:4][CH:5]=1. (2) Product: [CH3:19][C:15]1[CH:14]=[C:13]2[C:18](=[CH:17][CH:16]=1)[N:9]=[C:23]([C:24]([OH:26])=[O:25])[CH:11]=[CH:12]2. Reactant: C([N:9]1[C:18]2[C:13](=[CH:14][C:15]([CH3:19])=[CH:16][CH:17]=2)[CH:12]=[CH:11]C1C#N)(=O)C1C=CC=CC=1.O.[CH3:23][C:24]([OH:26])=[O:25]. The catalyst class is: 201. (3) Reactant: [F:1][C:2]1[C:7](F)=[CH:6][C:5]([NH2:9])=[C:4]([N+:10]([O-:12])=[O:11])[CH:3]=1.[CH:13]([N:16]1[CH2:21][CH2:20][NH:19][CH2:18][CH2:17]1)([CH3:15])[CH3:14]. Product: [F:1][C:2]1[C:7]([N:19]2[CH2:20][CH2:21][N:16]([CH:13]([CH3:15])[CH3:14])[CH2:17][CH2:18]2)=[CH:6][C:5]([NH2:9])=[C:4]([N+:10]([O-:12])=[O:11])[CH:3]=1. The catalyst class is: 6. (4) Reactant: [Br:1][C:2]1[CH:10]=[C:9]([N+:11]([O-:13])=[O:12])[C:8]([OH:14])=[C:7]2[C:3]=1[CH2:4][CH2:5][C:6]2=[O:15].N12CCCN=C1CCCC[CH2:17]2.IC.C(=O)([O-])O.[Na+]. Product: [Br:1][C:2]1[CH:10]=[C:9]([N+:11]([O-:13])=[O:12])[C:8]([O:14][CH3:17])=[C:7]2[C:3]=1[CH2:4][CH2:5][C:6]2=[O:15]. The catalyst class is: 9. (5) Reactant: [F:1][C:2]1[CH:3]=[C:4]([CH:9]2[CH2:14][CH2:13][CH2:12][N:11]3[C:15]([C:18]4[CH:23]=[CH:22][C:21]([C:24]5[O:28][C:27]([CH3:29])=[N:26][CH:25]=5)=[C:20]([O:30][CH3:31])[CH:19]=4)=[N:16][N:17]=[C:10]23)[CH:5]=[CH:6][C:7]=1[F:8].[H-].[Na+].[CH2:34](I)[CH3:35].CN(C=[O:41])C. Product: [F:1][C:2]1[CH:3]=[C:4]([C:9]2([O:41][CH2:34][CH3:35])[CH2:14][CH2:13][CH2:12][N:11]3[C:15]([C:18]4[CH:23]=[CH:22][C:21]([C:24]5[O:28][C:27]([CH3:29])=[N:26][CH:25]=5)=[C:20]([O:30][CH3:31])[CH:19]=4)=[N:16][N:17]=[C:10]23)[CH:5]=[CH:6][C:7]=1[F:8]. The catalyst class is: 6. (6) Reactant: [NH2:1][C:2]1/[C:3](=[CH:8]/[C:9]2[CH:27]=[CH:26][C:12]([O:13][C:14]3[CH:21]=[CH:20][C:17]([C:18]#[N:19])=[CH:16][C:15]=3[C:22]([F:25])([F:24])[F:23])=[C:11]([O:28][CH3:29])[CH:10]=2)/[NH:4][C:5](=[O:7])[N:6]=1.[CH3:30][N:31]1[CH2:35][CH2:34][CH2:33][CH:32]1[CH2:36][CH2:37]N. Product: [CH3:29][O:28][C:11]1[CH:10]=[C:9](/[CH:8]=[C:3]2\[NH:4][C:5](=[O:7])[N:6]=[C:2]\2[NH:1][CH2:37][CH2:36][CH:32]2[CH2:33][CH2:34][CH2:35][N:31]2[CH3:30])[CH:27]=[CH:26][C:12]=1[O:13][C:14]1[CH:21]=[CH:20][C:17]([C:18]#[N:19])=[CH:16][C:15]=1[C:22]([F:23])([F:25])[F:24]. The catalyst class is: 5. (7) Reactant: [F:1][CH:2]([F:30])[C:3]1[C:11]2[C:6](=[CH:7][C:8]([Cl:12])=[CH:9][CH:10]=2)[N:5]([S:13]([C:16]2[CH:21]=[CH:20][C:19]([O:22][CH3:23])=[C:18]([N:24]3[CH2:29][CH2:28][NH:27][CH2:26][CH2:25]3)[CH:17]=2)(=[O:15])=[O:14])[CH:4]=1.[C:31]([BH3-])#N.[Na+].C=O. Product: [F:30][CH:2]([F:1])[C:3]1[C:11]2[C:6](=[CH:7][C:8]([Cl:12])=[CH:9][CH:10]=2)[N:5]([S:13]([C:16]2[CH:21]=[CH:20][C:19]([O:22][CH3:23])=[C:18]([N:24]3[CH2:29][CH2:28][N:27]([CH3:31])[CH2:26][CH2:25]3)[CH:17]=2)(=[O:15])=[O:14])[CH:4]=1. The catalyst class is: 5. (8) Reactant: C([O:3][C:4]([C:6]1[C:14]2[C:13](=[O:15])[CH2:12][CH2:11][CH2:10][C:9]=2[NH:8][N:7]=1)=[O:5])C.[OH-].[Na+]. Product: [O:15]=[C:13]1[CH2:12][CH2:11][CH2:10][C:9]2[NH:8][N:7]=[C:6]([C:4]([OH:5])=[O:3])[C:14]1=2. The catalyst class is: 5. (9) Reactant: [N+:1]([C:4]1[CH:27]=[CH:26][C:25]([N:28]2[CH2:33][CH2:32][CH2:31][CH2:30][CH2:29]2)=[CH:24][C:5]=1[C:6]([NH:8][C:9]1[CH:13]=[CH:12][N:11]([C:14]2[CH:19]=[CH:18][CH:17]=[C:16]([C:20]([F:23])([F:22])[F:21])[CH:15]=2)[N:10]=1)=[O:7])([O-])=O. Product: [NH2:1][C:4]1[CH:27]=[CH:26][C:25]([N:28]2[CH2:33][CH2:32][CH2:31][CH2:30][CH2:29]2)=[CH:24][C:5]=1[C:6]([NH:8][C:9]1[CH:13]=[CH:12][N:11]([C:14]2[CH:19]=[CH:18][CH:17]=[C:16]([C:20]([F:22])([F:23])[F:21])[CH:15]=2)[N:10]=1)=[O:7]. The catalyst class is: 381. (10) Reactant: [CH3:1][C:2]([CH3:19])([CH3:18])[C:3]([NH:5][C:6]1[CH:11]=[CH:10][C:9]([C:12]2[CH:17]=[CH:16][CH:15]=[CH:14][CH:13]=2)=[CH:8][N:7]=1)=[O:4].CN(C)[CH:22]=[O:23]. Product: [CH:22]([C:11]1[C:6]([NH:5][C:3](=[O:4])[C:2]([CH3:19])([CH3:18])[CH3:1])=[N:7][CH:8]=[C:9]([C:12]2[CH:17]=[CH:16][CH:15]=[CH:14][CH:13]=2)[CH:10]=1)=[O:23]. The catalyst class is: 1.